Dataset: NCI-60 drug combinations with 297,098 pairs across 59 cell lines. Task: Regression. Given two drug SMILES strings and cell line genomic features, predict the synergy score measuring deviation from expected non-interaction effect. (1) Drug 1: CC12CCC(CC1=CCC3C2CCC4(C3CC=C4C5=CN=CC=C5)C)O. Drug 2: CC12CCC3C(C1CCC2=O)CC(=C)C4=CC(=O)C=CC34C. Cell line: TK-10. Synergy scores: CSS=27.2, Synergy_ZIP=2.71, Synergy_Bliss=-2.73, Synergy_Loewe=-3.27, Synergy_HSA=-3.30. (2) Drug 1: CN1CCC(CC1)COC2=C(C=C3C(=C2)N=CN=C3NC4=C(C=C(C=C4)Br)F)OC. Drug 2: CNC(=O)C1=NC=CC(=C1)OC2=CC=C(C=C2)NC(=O)NC3=CC(=C(C=C3)Cl)C(F)(F)F. Cell line: OVCAR-5. Synergy scores: CSS=19.9, Synergy_ZIP=-9.96, Synergy_Bliss=-12.1, Synergy_Loewe=-13.1, Synergy_HSA=-12.6. (3) Drug 1: CC1=CC=C(C=C1)C2=CC(=NN2C3=CC=C(C=C3)S(=O)(=O)N)C(F)(F)F. Drug 2: C(CCl)NC(=O)N(CCCl)N=O. Cell line: SN12C. Synergy scores: CSS=7.13, Synergy_ZIP=-0.881, Synergy_Bliss=-2.40, Synergy_Loewe=0.304, Synergy_HSA=-1.10. (4) Drug 1: C1=CC(=C2C(=C1NCCNCCO)C(=O)C3=C(C=CC(=C3C2=O)O)O)NCCNCCO. Drug 2: CC1OCC2C(O1)C(C(C(O2)OC3C4COC(=O)C4C(C5=CC6=C(C=C35)OCO6)C7=CC(=C(C(=C7)OC)O)OC)O)O. Cell line: SNB-19. Synergy scores: CSS=72.6, Synergy_ZIP=7.79, Synergy_Bliss=7.15, Synergy_Loewe=9.80, Synergy_HSA=12.9. (5) Drug 1: CN1C(=O)N2C=NC(=C2N=N1)C(=O)N. Drug 2: CCCCC(=O)OCC(=O)C1(CC(C2=C(C1)C(=C3C(=C2O)C(=O)C4=C(C3=O)C=CC=C4OC)O)OC5CC(C(C(O5)C)O)NC(=O)C(F)(F)F)O. Cell line: A498. Synergy scores: CSS=36.5, Synergy_ZIP=4.99, Synergy_Bliss=6.74, Synergy_Loewe=-23.0, Synergy_HSA=3.60. (6) Drug 1: CC1=C(C(=O)C2=C(C1=O)N3CC4C(C3(C2COC(=O)N)OC)N4)N. Drug 2: COCCOC1=C(C=C2C(=C1)C(=NC=N2)NC3=CC=CC(=C3)C#C)OCCOC. Cell line: NCIH23. Synergy scores: CSS=43.6, Synergy_ZIP=-9.70, Synergy_Bliss=-14.3, Synergy_Loewe=-11.7, Synergy_HSA=-8.32. (7) Drug 1: CN1CCC(CC1)COC2=C(C=C3C(=C2)N=CN=C3NC4=C(C=C(C=C4)Br)F)OC. Drug 2: C1CCC(CC1)NC(=O)N(CCCl)N=O. Cell line: SK-MEL-2. Synergy scores: CSS=35.5, Synergy_ZIP=11.2, Synergy_Bliss=12.2, Synergy_Loewe=9.77, Synergy_HSA=10.0. (8) Drug 1: C1CCC(CC1)NC(=O)N(CCCl)N=O. Drug 2: C1CN(CCN1C(=O)CCBr)C(=O)CCBr. Cell line: BT-549. Synergy scores: CSS=56.5, Synergy_ZIP=5.59, Synergy_Bliss=6.82, Synergy_Loewe=4.46, Synergy_HSA=7.60. (9) Drug 1: C1CCN(CC1)CCOC2=CC=C(C=C2)C(=O)C3=C(SC4=C3C=CC(=C4)O)C5=CC=C(C=C5)O. Drug 2: C1CCC(C(C1)N)N.C(=O)(C(=O)[O-])[O-].[Pt+4]. Cell line: OVCAR-8. Synergy scores: CSS=19.1, Synergy_ZIP=-0.413, Synergy_Bliss=-0.133, Synergy_Loewe=-16.6, Synergy_HSA=-4.72.